From a dataset of Forward reaction prediction with 1.9M reactions from USPTO patents (1976-2016). Predict the product of the given reaction. (1) Given the reactants CN(C(ON1N=NC2C=CC=CC1=2)=[N+](C)C)C.[B-](F)(F)(F)F.C1C=CC2N(O)N=NC=2C=1.[N:33]1[C:42]2[C:37](=[CH:38][C:39]([C:43]([OH:45])=O)=[CH:40][CH:41]=2)[CH:36]=[CH:35][CH:34]=1.C(N(C(C)C)CC)(C)C.[ClH:55].Cl.[NH2:57][CH:58]1[CH:63]2[CH2:64][CH2:65][N:60]([CH2:61][CH2:62]2)[CH2:59]1, predict the reaction product. The product is: [ClH:55].[N:60]12[CH2:65][CH2:64][CH:63]([CH2:62][CH2:61]1)[CH:58]([NH:57][C:43]([C:39]1[CH:38]=[C:37]3[C:42](=[CH:41][CH:40]=1)[N:33]=[CH:34][CH:35]=[CH:36]3)=[O:45])[CH2:59]2. (2) Given the reactants [CH3:1][O:2][C:3](=[O:12])[C:4]1[CH:9]=[CH:8][CH:7]=[C:6]([CH2:10]Br)[CH:5]=1.[CH3:13][C:14]1[NH:18][N:17]=[C:16]([C:19]2[O:23][N:22]=[C:21]([C:24]3[CH:29]=[CH:28][C:27]([CH:30]4[CH2:35][CH2:34][O:33][CH2:32][CH2:31]4)=[CH:26][CH:25]=3)[N:20]=2)[CH:15]=1, predict the reaction product. The product is: [CH3:13][C:14]1[N:18]([CH2:10][C:6]2[CH:5]=[C:4]([CH:9]=[CH:8][CH:7]=2)[C:3]([O:2][CH3:1])=[O:12])[N:17]=[C:16]([C:19]2[O:23][N:22]=[C:21]([C:24]3[CH:25]=[CH:26][C:27]([CH:30]4[CH2:35][CH2:34][O:33][CH2:32][CH2:31]4)=[CH:28][CH:29]=3)[N:20]=2)[CH:15]=1. (3) Given the reactants Br[C:2]1[C:7]2[N:8]=[C:9]([C:11]3[CH:16]=[CH:15][C:14]([O:17][CH3:18])=[CH:13][CH:12]=3)[S:10][C:6]=2[CH:5]=[C:4]([O:19][CH3:20])[CH:3]=1.[I-:21].[K+].Cl, predict the reaction product. The product is: [I:21][C:2]1[C:7]2[N:8]=[C:9]([C:11]3[CH:16]=[CH:15][C:14]([O:17][CH3:18])=[CH:13][CH:12]=3)[S:10][C:6]=2[CH:5]=[C:4]([O:19][CH3:20])[CH:3]=1. (4) Given the reactants C[C@@:2]12[C@@H:18]([OH:19])[CH2:17]C[C@H]1[C@H]1[C@@H]([C:6]3C=C[C:9]([OH:20])=[CH:10][C:11]=3CC1)CC2.C(O)(C)C, predict the reaction product. The product is: [CH2:10]1[CH2:9][O:20][CH2:6][CH2:11]1.[CH3:17][CH:18]([OH:19])[CH3:2]. (5) Given the reactants [OH-].[K+].[CH3:3][C:4]1[C:5](=[O:11])[NH:6][C:7](=[S:10])[NH:8][CH:9]=1.[CH3:12]I, predict the reaction product. The product is: [CH3:3][C:4]1[C:5](=[O:11])[NH:6][C:7]([S:10][CH3:12])=[N:8][CH:9]=1. (6) Given the reactants [CH:1]([C:4]1[CH:5]=[C:6]([O:18]C)[C:7]([O:14]COC)=[C:8]([CH:13]=1)[C:9]([O:11]C)=[O:10])([CH3:3])[CH3:2].B(Br)(Br)Br.O, predict the reaction product. The product is: [OH:14][C:7]1[C:6]([OH:18])=[CH:5][C:4]([CH:1]([CH3:3])[CH3:2])=[CH:13][C:8]=1[C:9]([OH:11])=[O:10]. (7) Given the reactants [CH2:1]([O:3][C:4]1[CH:5]=[C:6]([O:35][CH2:36][CH3:37])[C:7]2[N:8]([C:10]([C:29]3[CH:34]=[CH:33][CH:32]=[CH:31][CH:30]=3)=[C:11]([C:13]3[CH:18]=[CH:17][C:16]([C:19]4([NH:23]C(=O)OCC)[CH2:22][CH2:21][CH2:20]4)=[CH:15][CH:14]=3)[N:12]=2)[N:9]=1)[CH3:2].[OH-].[K+].[CH2:40](O)[CH2:41]CC, predict the reaction product. The product is: [CH2:36]([O:35][C:6]1[C:7]2[N:8]([C:10]([C:29]3[CH:34]=[CH:33][CH:32]=[CH:31][CH:30]=3)=[C:11]([C:13]3[CH:14]=[CH:15][C:16]([C:19]4([NH2:23])[CH2:20][CH2:21][CH2:22]4)=[CH:17][CH:18]=3)[N:12]=2)[N:9]=[C:4]([O:3][CH2:1][CH3:2])[CH:5]=1)[CH2:37][CH2:40][CH3:41].